Predict the product of the given reaction. From a dataset of Forward reaction prediction with 1.9M reactions from USPTO patents (1976-2016). Given the reactants C([Li])(CC)C.CN(C)CCN(C)C.[CH2:14]([N:16]([CH2:26][CH3:27])[C:17](=[O:25])[C:18]1[CH:23]=[CH:22][C:21]([F:24])=[CH:20][CH:19]=1)[CH3:15].Br[C:29]1[C:34]([CH3:35])=[CH:33][CH:32]=[CH:31][N:30]=1.C([O-])(O)=O.[Na+], predict the reaction product. The product is: [CH2:26]([N:16]([CH2:14][CH3:15])[C:17](=[O:25])[C:18]1[CH:23]=[CH:22][C:21]([F:24])=[CH:20][C:19]=1[C:29]1[C:34]([CH3:35])=[CH:33][CH:32]=[CH:31][N:30]=1)[CH3:27].